This data is from Full USPTO retrosynthesis dataset with 1.9M reactions from patents (1976-2016). The task is: Predict the reactants needed to synthesize the given product. Given the product [CH3:11][C:10]1([CH3:12])[O:5][CH2:4][CH:3]([CH2:6][OH:7])[CH2:2][O:1]1, predict the reactants needed to synthesize it. The reactants are: [OH:1][CH2:2][CH:3]([CH2:6][OH:7])[CH2:4][OH:5].CO[C:10](OC)([CH3:12])[CH3:11].O.C1(C)C=CC(S(O)(=O)=O)=CC=1.CCN(CC)CC.